From a dataset of Forward reaction prediction with 1.9M reactions from USPTO patents (1976-2016). Predict the product of the given reaction. (1) Given the reactants [F:1][C:2]1[C:9]([F:10])=[CH:8][C:7]([F:11])=[C:6]([F:12])[C:3]=1[CH:4]=O.[N+:13]([CH2:16][CH3:17])([O-:15])=[O:14].C1(N)CCCCC1, predict the reaction product. The product is: [F:11][C:7]1[CH:8]=[C:9]([F:10])[C:2]([F:1])=[C:3]([CH:4]=[C:16]([N+:13]([O-:15])=[O:14])[CH3:17])[C:6]=1[F:12]. (2) Given the reactants [N:1]1([C:12]([O:14][C:15]([CH3:18])([CH3:17])[CH3:16])=[O:13])[CH2:6][CH2:5][CH:4]([C:7](OCC)=[O:8])[CH2:3][CH2:2]1.O.[NH2:20][NH2:21], predict the reaction product. The product is: [NH:20]([C:7]([CH:4]1[CH2:5][CH2:6][N:1]([C:12]([O:14][C:15]([CH3:18])([CH3:17])[CH3:16])=[O:13])[CH2:2][CH2:3]1)=[O:8])[NH2:21]. (3) The product is: [CH:4]1([C@H:10]([NH:15][C:16]([C:18]2[C:27]([NH:28][C:29](=[O:40])[CH2:30][C:31]3[C:36]([Cl:37])=[CH:35][CH:34]=[C:33]([Cl:38])[C:32]=3[Cl:39])=[CH:26][C:25]3[C:20](=[CH:21][CH:22]=[CH:23][CH:24]=3)[CH:19]=2)=[O:17])[C:11]([OH:13])=[O:12])[CH2:9][CH2:8][CH2:7][CH2:6][CH2:5]1. Given the reactants O.[OH-].[Li+].[CH:4]1([C@H:10]([NH:15][C:16]([C:18]2[C:27]([NH:28][C:29](=[O:40])[CH2:30][C:31]3[C:36]([Cl:37])=[CH:35][CH:34]=[C:33]([Cl:38])[C:32]=3[Cl:39])=[CH:26][C:25]3[C:20](=[CH:21][CH:22]=[CH:23][CH:24]=3)[CH:19]=2)=[O:17])[C:11]([O:13]C)=[O:12])[CH2:9][CH2:8][CH2:7][CH2:6][CH2:5]1.CO.Cl, predict the reaction product. (4) Given the reactants Br[C:2]1[CH:10]=[C:9]2[C:5]([CH:6]=[CH:7][N:8]2[CH3:11])=[CH:4][CH:3]=1.[F:12][C:13]([F:24])([F:23])[C:14]1[CH:19]=[CH:18][C:17](B(O)O)=[CH:16][CH:15]=1.[Na].C(=O)([O-])[O-], predict the reaction product. The product is: [F:12][C:13]([F:24])([F:23])[C:14]1[CH:19]=[CH:18][C:17]([C:2]2[CH:10]=[C:9]3[C:5]([CH:6]=[CH:7][N:8]3[CH3:11])=[CH:4][CH:3]=2)=[CH:16][CH:15]=1.